The task is: Predict the reaction yield, written as a fraction of the theoretical maximum amount of product (1.0 means a 100% yield; for example, 0.34 means a 34% yield).. This data is from Reaction yield outcomes from USPTO patents with 853,638 reactions. (1) The reactants are [C:1]1([C:7]2[N:11]([S:12]([C:15]3[CH:20]=[CH:19][CH:18]=[CH:17][CH:16]=3)(=[O:14])=[O:13])[CH:10]=[C:9]([C:21](OC)=[O:22])[C:8]=2[CH2:25][CH2:26][CH3:27])[CH:6]=[CH:5][CH:4]=[CH:3][CH:2]=1.[H-].C([Al+]CC(C)C)C(C)C. The catalyst is C1(C)C=CC=CC=1. The product is [C:1]1([C:7]2[N:11]([S:12]([C:15]3[CH:16]=[CH:17][CH:18]=[CH:19][CH:20]=3)(=[O:13])=[O:14])[CH:10]=[C:9]([CH2:21][OH:22])[C:8]=2[CH2:25][CH2:26][CH3:27])[CH:2]=[CH:3][CH:4]=[CH:5][CH:6]=1. The yield is 0.950. (2) The reactants are [F:1][B-:2]([F:5])([F:4])[F:3].[C:6]1([C:12]2[CH:17]=[C:16]([C:18]3[CH:23]=[CH:22][CH:21]=[CH:20][CH:19]=3)[CH:15]=[C:14]([C:24]3[CH:29]=[CH:28][CH:27]=[CH:26][CH:25]=3)[O+]=2)[CH:11]=[CH:10][CH:9]=[CH:8][CH:7]=1.[NH2:30][C:31]1[CH:36]=[CH:35][CH:34]=[CH:33][CH:32]=1. The catalyst is C(O)C. The product is [F:1][B-:2]([F:5])([F:4])[F:3].[C:31]1([N+:30]2[C:12]([C:6]3[CH:11]=[CH:10][CH:9]=[CH:8][CH:7]=3)=[CH:17][C:16]([C:18]3[CH:23]=[CH:22][CH:21]=[CH:20][CH:19]=3)=[CH:15][C:14]=2[C:24]2[CH:29]=[CH:28][CH:27]=[CH:26][CH:25]=2)[CH:36]=[CH:35][CH:34]=[CH:33][CH:32]=1. The yield is 0.870. (3) The yield is 0.730. The product is [Br:1][C:2]1[CH:3]=[C:4]2[C:10]([C:25]3[CH:26]=[CH:27][CH:28]=[CH:29][C:24]=3[O:23][CH3:22])=[CH:9][N:8]([Si:12]([CH:19]([CH3:21])[CH3:20])([CH:16]([CH3:18])[CH3:17])[CH:13]([CH3:15])[CH3:14])[C:5]2=[N:6][CH:7]=1. The catalyst is C(#N)C.C1(C)C=CC=CC=1.C(=O)(O)[O-].[Na+]. The reactants are [Br:1][C:2]1[CH:3]=[C:4]2[C:10](I)=[CH:9][N:8]([Si:12]([CH:19]([CH3:21])[CH3:20])([CH:16]([CH3:18])[CH3:17])[CH:13]([CH3:15])[CH3:14])[C:5]2=[N:6][CH:7]=1.[CH3:22][O:23][C:24]1[CH:29]=[CH:28][CH:27]=[CH:26][C:25]=1B(O)O.ClCCl.O.